This data is from Peptide-MHC class I binding affinity with 185,985 pairs from IEDB/IMGT. The task is: Regression. Given a peptide amino acid sequence and an MHC pseudo amino acid sequence, predict their binding affinity value. This is MHC class I binding data. (1) The binding affinity (normalized) is 0.266. The peptide sequence is IMYDIINSV. The MHC is HLA-A24:02 with pseudo-sequence HLA-A24:02. (2) The peptide sequence is KTVLPVTI. The MHC is Mamu-A01 with pseudo-sequence Mamu-A01. The binding affinity (normalized) is 0.370. (3) The peptide sequence is KTDFKVVKK. The MHC is HLA-A03:01 with pseudo-sequence HLA-A03:01. The binding affinity (normalized) is 0.751. (4) The peptide sequence is LLIDDSFSS. The MHC is HLA-A30:01 with pseudo-sequence HLA-A30:01. The binding affinity (normalized) is 0.0847. (5) The peptide sequence is FPRCRYVHK. The MHC is HLA-A31:01 with pseudo-sequence HLA-A31:01. The binding affinity (normalized) is 0.0847. (6) The peptide sequence is HSLPRCWLV. The MHC is HLA-A02:01 with pseudo-sequence HLA-A02:01. The binding affinity (normalized) is 0.292.